This data is from Catalyst prediction with 721,799 reactions and 888 catalyst types from USPTO. The task is: Predict which catalyst facilitates the given reaction. (1) Reactant: Br[CH2:2][C:3](=O)[C:4]([N:6]([CH3:8])[CH3:7])=[O:5].Cl.[C:11]([C:14]1[C:15]([CH3:25])=[CH:16][C:17]([CH3:24])=[C:18]([CH:23]=1)[C:19]([O:21][CH3:22])=[O:20])(=[NH:13])[NH2:12].C(=O)([O-])[O-].[K+].[K+]. Product: [CH3:7][N:6]([CH3:8])[C:4]([C:3]1[NH:13][C:11]([C:14]2[C:15]([CH3:25])=[CH:16][C:17]([CH3:24])=[C:18]([CH:23]=2)[C:19]([O:21][CH3:22])=[O:20])=[N:12][CH:2]=1)=[O:5]. The catalyst class is: 10. (2) Reactant: [Br-].[CH3:2][O:3][C:4]([C:6]1[CH:31]=[CH:30][C:9]([CH2:10][P+](C2C=CC=CC=2)(C2C=CC=CC=2)C2C=CC=CC=2)=[CH:8][CH:7]=1)=[O:5].CC(C)([O-])C.[K+].[CH:38]([C:40]1[N:41]=[C:42]([NH:54][C:55](=[O:57])[CH3:56])[S:43][C:44]=1[CH2:45][C:46]1[CH:51]=[CH:50][C:49]([S:52][CH3:53])=[CH:48][CH:47]=1)=O. Product: [C:55]([NH:54][C:42]1[S:43][C:44]([CH2:45][C:46]2[CH:47]=[CH:48][C:49]([S:52][CH3:53])=[CH:50][CH:51]=2)=[C:40](/[CH:38]=[CH:10]\[C:9]2[CH:8]=[CH:7][C:6]([C:4]([O:3][CH3:2])=[O:5])=[CH:31][CH:30]=2)[N:41]=1)(=[O:57])[CH3:56]. The catalyst class is: 3. (3) Reactant: [C:1]1(=[O:14])[C:6]2[C:7]3[CH:13]=[CH:12][CH:11]=[CH:10][C:8]=3[S:9][C:5]=2[CH:4]=[CH:3][NH:2]1.[Br:15]Br.O. Product: [Br:15][C:4]1[C:5]2[S:9][C:8]3[CH:10]=[CH:11][CH:12]=[CH:13][C:7]=3[C:6]=2[C:1](=[O:14])[NH:2][CH:3]=1. The catalyst class is: 52. (4) Reactant: [NH2:1][C@H:2]([C:8]([OH:10])=[O:9])[CH2:3][CH2:4][C:5]([OH:7])=[O:6].[F:11][C:12]1[CH:13]=[C:14]2[C:19](=[CH:20][C:21]=1[N:22]1[CH2:27][CH2:26][NH:25][CH2:24][CH2:23]1)[N:18]1[C@@H:28]([CH3:30])[S:29][C:17]1=[C:16]([C:31]([OH:33])=[O:32])[C:15]2=[O:34]. Product: [NH2:1][C@H:2]([C:8]([OH:10])=[O:9])[CH2:3][CH2:4][C:5]([OH:7])=[O:6].[F:11][C:12]1[CH:13]=[C:14]2[C:19](=[CH:20][C:21]=1[N:22]1[CH2:27][CH2:26][NH:25][CH2:24][CH2:23]1)[N:18]1[C@@H:28]([CH3:30])[S:29][C:17]1=[C:16]([C:31]([OH:33])=[O:32])[C:15]2=[O:34]. The catalyst class is: 6. (5) Reactant: [OH:1][N:2]=[C:3]([C:5]1[CH:33]=[CH:32][C:8]([C:9]([NH:11][CH2:12][CH2:13][NH:14][C:15]([C:17]2[C:18]([C:28]([F:31])([F:30])[F:29])=[N:19][N:20]([C:22]3[CH:27]=[CH:26][CH:25]=[CH:24][CH:23]=3)[CH:21]=2)=[O:16])=[O:10])=[CH:7][N:6]=1)[NH2:4].[F:34][C:35]([F:46])([F:45])[C:36](O[C:36](=O)[C:35]([F:46])([F:45])[F:34])=O. Product: [C:22]1([N:20]2[CH:21]=[C:17]([C:15]([NH:14][CH2:13][CH2:12][NH:11][C:9](=[O:10])[C:8]3[CH:32]=[CH:33][C:5]([C:3]4[N:4]=[C:36]([C:35]([F:46])([F:45])[F:34])[O:1][N:2]=4)=[N:6][CH:7]=3)=[O:16])[C:18]([C:28]([F:31])([F:30])[F:29])=[N:19]2)[CH:27]=[CH:26][CH:25]=[CH:24][CH:23]=1. The catalyst class is: 17. (6) Reactant: [C:1]([O:4][C@@H:5]1[CH2:22][C@@:20]2([CH3:21])[C@@H:16]([CH2:17][CH2:18][C:19]2=[O:23])[C@H:15]2[C@H:6]1[C:7]1[CH:8]=[CH:9][C:10]([OH:24])=[CH:11][C:12]=1[CH2:13][CH2:14]2)(=[O:3])[CH3:2].C(=O)([O-])[O-].[K+].[K+].[F:31][C:32]([F:47])([S:43](F)(=[O:45])=[O:44])[C:33]([F:42])([F:41])[C:34]([F:40])([F:39])[C:35]([F:38])([F:37])[F:36].[Cl-].[Na+]. Product: [C:1]([O:4][C@@H:5]1[CH2:22][C@@:20]2([CH3:21])[C@@H:16]([CH2:17][CH2:18][C:19]2=[O:23])[C@H:15]2[C@H:6]1[C:7]1[CH:8]=[CH:9][C:10]([O:24][S:43]([C:32]([F:31])([F:47])[C:33]([F:41])([F:42])[C:34]([F:39])([F:40])[C:35]([F:38])([F:37])[F:36])(=[O:45])=[O:44])=[CH:11][C:12]=1[CH2:13][CH2:14]2)(=[O:3])[CH3:2]. The catalyst class is: 20.